From a dataset of Full USPTO retrosynthesis dataset with 1.9M reactions from patents (1976-2016). Predict the reactants needed to synthesize the given product. (1) Given the product [I:1][C:2]1[CH:10]=[C:9]([N+:13]([O-:15])=[O:14])[C:8]2[CH2:7][CH2:6][CH2:5][C:4]=2[C:3]=1[OH:11], predict the reactants needed to synthesize it. The reactants are: [I:1][C:2]1[CH:10]=[CH:9][C:8]2[CH2:7][CH2:6][CH2:5][C:4]=2[C:3]=1[OH:11].O.[N+:13]([O-])([OH:15])=[O:14].S([O-])([O-])=O.[Na+].[Na+]. (2) Given the product [NH:12]1[C:13]2[C:18](=[CH:17][CH:16]=[CH:15][CH:14]=2)[C:10]([C:8](=[O:9])[CH:35]([C:36]2[CH:37]=[CH:38][C:39]([C:42]#[N:43])=[N:40][CH:41]=2)[NH:34][C:30]2[CH:31]=[CH:32][CH:33]=[C:28]([O:27][CH3:26])[CH:29]=2)=[CH:11]1, predict the reactants needed to synthesize it. The reactants are: C(N(CC)CC)C.[CH:8]([C:10]1[C:18]2[C:13](=[CH:14][CH:15]=[CH:16][CH:17]=2)[N:12](C(OC(C)(C)C)=O)[CH:11]=1)=[O:9].[CH3:26][O:27][C:28]1[CH:29]=[C:30]([N:34]=[CH:35][C:36]2[CH:37]=[CH:38][C:39]([C:42]#[N:43])=[N:40][CH:41]=2)[CH:31]=[CH:32][CH:33]=1. (3) The reactants are: O1[C:5]2([CH2:10][CH2:9][CH:8]([N:11]3[C:16](=[O:17])[C:15]([CH:18]([C:20]4[CH:25]=[CH:24][C:23]([C:26]5[C:27]([C:32]#[N:33])=[CH:28][CH:29]=[CH:30][CH:31]=5)=[CH:22][CH:21]=4)[CH3:19])=[C:14]([CH2:34][CH2:35][CH3:36])[N:13]4[N:37]=[CH:38][N:39]=[C:12]34)[CH2:7][CH2:6]2)[O:4]CC1.Cl.[OH-].[Na+]. Given the product [O:17]=[C:16]1[C:15]([CH:18]([C:20]2[CH:25]=[CH:24][C:23]([C:26]3[C:27]([C:32]#[N:33])=[CH:28][CH:29]=[CH:30][CH:31]=3)=[CH:22][CH:21]=2)[CH3:19])=[C:14]([CH2:34][CH2:35][CH3:36])[N:13]2[N:37]=[CH:38][N:39]=[C:12]2[N:11]1[CH:8]1[CH2:7][CH2:6][C:5](=[O:4])[CH2:10][CH2:9]1, predict the reactants needed to synthesize it. (4) Given the product [CH3:2][O:3][C:4]([CH:6]1[CH2:10][CH2:9][CH2:8][N:7]1[C:23]([O:22][C:18]([CH3:21])([CH3:20])[CH3:19])=[O:24])=[O:5], predict the reactants needed to synthesize it. The reactants are: Cl.[CH3:2][O:3][C:4]([CH:6]1[CH2:10][CH2:9][CH2:8][NH:7]1)=[O:5].C(N(CC)CC)C.[C:18]([O:22][C:23](O[C:23]([O:22][C:18]([CH3:21])([CH3:20])[CH3:19])=[O:24])=[O:24])([CH3:21])([CH3:20])[CH3:19].